From a dataset of Forward reaction prediction with 1.9M reactions from USPTO patents (1976-2016). Predict the product of the given reaction. (1) Given the reactants [CH2:1]([C:8]1[CH:13]=[CH:12][CH:11]=[CH:10][N:9]=1)[C:2]1[CH:7]=[CH:6][CH:5]=[CH:4][CH:3]=1.C1(C(C2C=CC(C(OC)=O)=CC=2)[CH2:21][CH:22]=[O:23])C=CC=CC=1, predict the reaction product. The product is: [C:2]1([CH:1]([C:8]2[CH:13]=[CH:12][CH:11]=[CH:10][N:9]=2)[CH2:21][CH:22]=[O:23])[CH:7]=[CH:6][CH:5]=[CH:4][CH:3]=1. (2) Given the reactants NC1C=CC=CC=1C(O)=O.[CH3:11][O:12][C:13]1[CH:46]=[CH:45][CH:44]=[CH:43][C:14]=1[O:15][C:16]1[CH:42]=[CH:41][CH:40]=[CH:39][C:17]=1[CH2:18][N:19]1[CH2:38][CH2:37][C:22]2([CH2:27][CH2:26][N:25]([C:28]([C:30]3[CH:35]=[CH:34][CH:33]=[CH:32][C:31]=3[NH2:36])=[O:29])[CH2:24][CH2:23]2)[CH2:21][CH2:20]1.NC1C=CC=CC=1.Cl[C:55](=[O:60])[C:56]([O:58]C)=[O:57].C(N(CC)CC)C.[OH-].[Li+].N, predict the reaction product. The product is: [CH3:11][O:12][C:13]1[CH:46]=[CH:45][CH:44]=[CH:43][C:14]=1[O:15][C:16]1[CH:42]=[CH:41][CH:40]=[CH:39][C:17]=1[CH2:18][N:19]1[CH2:38][CH2:37][C:22]2([CH2:27][CH2:26][N:25]([C:28]([C:30]3[CH:35]=[CH:34][CH:33]=[CH:32][C:31]=3[NH:36][C:55](=[O:60])[C:56]([OH:58])=[O:57])=[O:29])[CH2:24][CH2:23]2)[CH2:21][CH2:20]1.